This data is from Full USPTO retrosynthesis dataset with 1.9M reactions from patents (1976-2016). The task is: Predict the reactants needed to synthesize the given product. (1) Given the product [Si:11]([O:10][C@@H:6]1[CH2:7][CH2:8][CH2:9][C@H:4]([CH2:1][CH:2]=[O:29])[CH2:5]1)([C:24]([CH3:27])([CH3:26])[CH3:25])([C:18]1[CH:19]=[CH:20][CH:21]=[CH:22][CH:23]=1)[C:12]1[CH:17]=[CH:16][CH:15]=[CH:14][CH:13]=1, predict the reactants needed to synthesize it. The reactants are: [CH2:1]([C@@H:4]1[CH2:9][CH2:8][CH2:7][C@H:6]([O:10][Si:11]([C:24]([CH3:27])([CH3:26])[CH3:25])([C:18]2[CH:23]=[CH:22][CH:21]=[CH:20][CH:19]=2)[C:12]2[CH:17]=[CH:16][CH:15]=[CH:14][CH:13]=2)[CH2:5]1)[CH:2]=C.I([O-])(=O)(=O)=[O:29].[Na+]. (2) Given the product [Br:1][C:2]1[C:24]([CH3:25])=[CH:23][C:5]2[N:6]([CH:10]3[CH2:11][CH2:12][NH:13][CH2:14][CH2:15]3)[C:7](=[O:9])[NH:8][C:4]=2[CH:3]=1, predict the reactants needed to synthesize it. The reactants are: [Br:1][C:2]1[C:24]([CH3:25])=[CH:23][C:5]2[N:6]([CH:10]3[CH2:15][CH2:14][N:13](C(OC(C)(C)C)=O)[CH2:12][CH2:11]3)[C:7](=[O:9])[NH:8][C:4]=2[CH:3]=1.FC(F)(F)C(O)=O. (3) The reactants are: Br[C:2]1[CH:11]=[C:10]2[C:5]([C:6]([CH3:34])=[C:7]([C:27]3[CH:32]=[CH:31][C:30]([F:33])=[CH:29][CH:28]=3)[CH:8]([C:12]3[CH:26]=[CH:25][C:15]([O:16][CH2:17][CH2:18][N:19]4[CH2:22][CH:21]([CH2:23][F:24])[CH2:20]4)=[CH:14][CH:13]=3)[O:9]2)=[CH:4][C:3]=1[O:35][CH:36]1[CH2:41][CH2:40][CH2:39][CH2:38][O:37]1.[CH3:42]B1OB(C)OB(C)O1.C(=O)([O-])[O-].[Cs+].[Cs+]. Given the product [F:24][CH2:23][CH:21]1[CH2:20][N:19]([CH2:18][CH2:17][O:16][C:15]2[CH:25]=[CH:26][C:12]([CH:8]3[C:7]([C:27]4[CH:32]=[CH:31][C:30]([F:33])=[CH:29][CH:28]=4)=[C:6]([CH3:34])[C:5]4[C:10](=[CH:11][C:2]([CH3:42])=[C:3]([O:35][CH:36]5[CH2:41][CH2:40][CH2:39][CH2:38][O:37]5)[CH:4]=4)[O:9]3)=[CH:13][CH:14]=2)[CH2:22]1, predict the reactants needed to synthesize it.